This data is from NCI-60 drug combinations with 297,098 pairs across 59 cell lines. The task is: Regression. Given two drug SMILES strings and cell line genomic features, predict the synergy score measuring deviation from expected non-interaction effect. (1) Drug 1: CC1=C2C(C(=O)C3(C(CC4C(C3C(C(C2(C)C)(CC1OC(=O)C(C(C5=CC=CC=C5)NC(=O)OC(C)(C)C)O)O)OC(=O)C6=CC=CC=C6)(CO4)OC(=O)C)OC)C)OC. Drug 2: CC1C(C(CC(O1)OC2CC(CC3=C2C(=C4C(=C3O)C(=O)C5=CC=CC=C5C4=O)O)(C(=O)C)O)N)O. Cell line: SK-MEL-2. Synergy scores: CSS=36.6, Synergy_ZIP=-0.577, Synergy_Bliss=-0.754, Synergy_Loewe=-6.48, Synergy_HSA=-2.23. (2) Drug 1: CCCCCOC(=O)NC1=NC(=O)N(C=C1F)C2C(C(C(O2)C)O)O. Drug 2: CCC1(C2=C(COC1=O)C(=O)N3CC4=CC5=C(C=CC(=C5CN(C)C)O)N=C4C3=C2)O.Cl. Cell line: NCI/ADR-RES. Synergy scores: CSS=8.43, Synergy_ZIP=4.76, Synergy_Bliss=6.44, Synergy_Loewe=-24.2, Synergy_HSA=0.417.